This data is from Peptide-MHC class I binding affinity with 185,985 pairs from IEDB/IMGT. The task is: Regression. Given a peptide amino acid sequence and an MHC pseudo amino acid sequence, predict their binding affinity value. This is MHC class I binding data. (1) The peptide sequence is QAIMESDSFL. The MHC is HLA-A02:01 with pseudo-sequence HLA-A02:01. The binding affinity (normalized) is 0.611. (2) The peptide sequence is LEACYKRSV. The MHC is HLA-A02:16 with pseudo-sequence HLA-A02:16. The binding affinity (normalized) is 0.0847. (3) The peptide sequence is DMYDQQLSV. The MHC is HLA-A11:01 with pseudo-sequence HLA-A11:01. The binding affinity (normalized) is 0.0847. (4) The peptide sequence is SSKMFNYFK. The MHC is HLA-C14:02 with pseudo-sequence HLA-C14:02. The binding affinity (normalized) is 0.0847. (5) The peptide sequence is ELVNQIIEQL. The MHC is HLA-A29:02 with pseudo-sequence HLA-A29:02. The binding affinity (normalized) is 0. (6) The peptide sequence is ALLENIHRV. The MHC is HLA-A02:11 with pseudo-sequence HLA-A02:11. The binding affinity (normalized) is 1.00. (7) The peptide sequence is MSPSYVKYR. The MHC is HLA-A31:01 with pseudo-sequence HLA-A31:01. The binding affinity (normalized) is 0.689. (8) The peptide sequence is RRDYRRGL. The MHC is Mamu-A2201 with pseudo-sequence Mamu-A2201. The binding affinity (normalized) is 0.118. (9) The MHC is HLA-A25:01 with pseudo-sequence HLA-A25:01. The binding affinity (normalized) is 0.0847. The peptide sequence is EKLKKKSAF. (10) The peptide sequence is YLDADREFL. The MHC is HLA-B07:02 with pseudo-sequence HLA-B07:02. The binding affinity (normalized) is 0.305.